From a dataset of Reaction yield outcomes from USPTO patents with 853,638 reactions. Predict the reaction yield, written as a fraction of the theoretical maximum amount of product (1.0 means a 100% yield; for example, 0.34 means a 34% yield). (1) The reactants are C([O:3][C:4](=[O:14])[CH2:5][S:6](=[O:13])(=[O:12])[NH:7][C:8]([CH3:11])([CH3:10])[CH3:9])C.[OH-].[Na+].Cl. The catalyst is CCO.O. The product is [C:8]([NH:7][S:6]([CH2:5][C:4]([OH:14])=[O:3])(=[O:13])=[O:12])([CH3:11])([CH3:9])[CH3:10]. The yield is 0.690. (2) The reactants are [CH3:1][C:2]1[C:6]([CH2:7][N:8]2[CH:12]=[C:11]([NH:13]C(=O)OC(C)(C)C)[CH:10]=[N:9]2)=[C:5]([CH3:21])[O:4][N:3]=1.[ClH:22]. The catalyst is O1CCOCC1. The product is [ClH:22].[CH3:1][C:2]1[C:6]([CH2:7][N:8]2[CH:12]=[C:11]([NH2:13])[CH:10]=[N:9]2)=[C:5]([CH3:21])[O:4][N:3]=1. The yield is 0.990. (3) The reactants are [O:1]1[C:5]2[CH:6]=[CH:7][C:8]([C:10]3[C:11]([C:15]4[CH:20]=[CH:19][CH:18]=[C:17]([CH:21]=[CH2:22])[N:16]=4)=[N:12][NH:13][CH:14]=3)=[CH:9][C:4]=2[O:3][CH2:2]1.[H][H]. The catalyst is CO.CCOC(C)=O.[Pd]. The product is [O:1]1[C:5]2[CH:6]=[CH:7][C:8]([C:10]3[C:11]([C:15]4[CH:20]=[CH:19][CH:18]=[C:17]([CH2:21][CH3:22])[N:16]=4)=[N:12][NH:13][CH:14]=3)=[CH:9][C:4]=2[O:3][CH2:2]1. The yield is 0.500. (4) The reactants are [CH3:1][O:2][C:3]1[CH:8]=[CH:7][C:6]([S:9](Cl)(=[O:11])=[O:10])=[CH:5][CH:4]=1.Cl.[CH2:14]([O:21][NH2:22])[C:15]1[CH:20]=[CH:19][CH:18]=[CH:17][CH:16]=1.C(N(C(C)C)CC)(C)C.S(Cl)(Cl)(=O)=O. The catalyst is C1COCC1. The product is [CH2:14]([O:21][NH:22][S:9]([C:6]1[CH:7]=[CH:8][C:3]([O:2][CH3:1])=[CH:4][CH:5]=1)(=[O:11])=[O:10])[C:15]1[CH:20]=[CH:19][CH:18]=[CH:17][CH:16]=1. The yield is 0.760. (5) The product is [Br:8][C:9]1[CH:10]=[C:11]([CH:15]=[N:7][S:5]([C:2]([CH3:4])([CH3:3])[CH3:1])=[O:6])[CH:12]=[N:13][CH:14]=1. The reactants are [CH3:1][C:2]([S:5]([NH2:7])=[O:6])([CH3:4])[CH3:3].[Br:8][C:9]1[CH:10]=[C:11]([CH:15]=O)[CH:12]=[N:13][CH:14]=1.O. The yield is 0.990. The catalyst is ClCCl.CC(C)[O-].[Ti+4].CC(C)[O-].CC(C)[O-].CC(C)[O-]. (6) The reactants are [CH:1]12[O:8][CH:5]([CH2:6][CH2:7]1)[CH2:4][N:3]([C:9]1[N:17]=[CH:16][CH:15]=[CH:14][C:10]=1[C:11]([O-])=[O:12])[CH2:2]2.[H-].[Al+3].[Li+].[H-].[H-].[H-].O.[OH-].[Na+]. The catalyst is C1COCC1. The product is [CH:5]12[O:8][CH:1]([CH2:7][CH2:6]1)[CH2:2][N:3]([C:9]1[C:10]([CH2:11][OH:12])=[CH:14][CH:15]=[CH:16][N:17]=1)[CH2:4]2. The yield is 0.790. (7) The reactants are [Br:1][C:2]1[CH:3]=[C:4]([NH:9][C:10]2[C:11]3[CH:19]=[C:18](F)[N:17]=[CH:16][C:12]=3[N:13]=[CH:14][N:15]=2)[CH:5]=[CH:6][C:7]=1[Cl:8].[CH3:21][O:22][C:23]1[CH:30]=[CH:29][C:26]([CH2:27][NH2:28])=[CH:25][CH:24]=1. The catalyst is CS(C)=O. The product is [Br:1][C:2]1[CH:3]=[C:4]([NH:9][C:10]2[C:11]3[CH:19]=[C:18]([NH:28][CH2:27][C:26]4[CH:29]=[CH:30][C:23]([O:22][CH3:21])=[CH:24][CH:25]=4)[N:17]=[CH:16][C:12]=3[N:13]=[CH:14][N:15]=2)[CH:5]=[CH:6][C:7]=1[Cl:8]. The yield is 0.730.